This data is from Catalyst prediction with 721,799 reactions and 888 catalyst types from USPTO. The task is: Predict which catalyst facilitates the given reaction. (1) Reactant: [C:1]([O:5][C:6](=[O:27])[NH:7][C@H:8]([CH2:25][OH:26])[CH2:9][C:10]1[CH:15]=[CH:14][C:13]([O:16][C:17]2[C:22]([CH:23]=[O:24])=[CH:21][CH:20]=[CH:19][N:18]=2)=[CH:12][CH:11]=1)([CH3:4])([CH3:3])[CH3:2].[BH4-].[Na+]. Product: [C:1]([O:5][C:6](=[O:27])[NH:7][C@H:8]([CH2:25][OH:26])[CH2:9][C:10]1[CH:11]=[CH:12][C:13]([O:16][C:17]2[C:22]([CH2:23][OH:24])=[CH:21][CH:20]=[CH:19][N:18]=2)=[CH:14][CH:15]=1)([CH3:2])([CH3:4])[CH3:3]. The catalyst class is: 5. (2) Reactant: [Br:1][C:2]1[C:3]2[CH:13]([CH2:14][CH2:15][C:16]3[CH:21]=[CH:20][CH:19]=[CH:18][CH:17]=3)[CH2:12][CH2:11][C:4]=2[NH:5][C:6]=1[C:7]([O:9]C)=[O:8].O.[OH-].[Li+].CO. Product: [Br:1][C:2]1[C:3]2[CH:13]([CH2:14][CH2:15][C:16]3[CH:17]=[CH:18][CH:19]=[CH:20][CH:21]=3)[CH2:12][CH2:11][C:4]=2[NH:5][C:6]=1[C:7]([OH:9])=[O:8]. The catalyst class is: 1. (3) Reactant: [CH3:1][NH2:2].Cl[CH2:4][C:5]1[N:6]=[C:7]([CH:10]([CH3:12])[CH3:11])[O:8][CH:9]=1. Product: [CH:10]([C:7]1[O:8][CH:9]=[C:5]([CH2:4][NH:2][CH3:1])[N:6]=1)([CH3:12])[CH3:11]. The catalyst class is: 38. (4) Reactant: [Cl:1][C:2]1[CH:3]=[C:4]([C:8]2[C:13]3[N:14]([CH2:27][C@H:28]4[CH2:33][CH2:32][C@H:31]([CH3:34])[CH2:30][CH2:29]4)[C:15]([N:17]4[CH2:22][C:21](=[O:23])[NH:20][C@H:19]5[CH2:24][CH2:25][CH2:26][C@H:18]45)=[N:16][C:12]=3[CH:11]=[C:10]([C:35]#[N:36])[N:9]=2)[CH:5]=[N:6][CH:7]=1.[H-].[Na+].I[CH3:40]. Product: [Cl:1][C:2]1[CH:3]=[C:4]([C:8]2[C:13]3[N:14]([CH2:27][C@H:28]4[CH2:33][CH2:32][C@H:31]([CH3:34])[CH2:30][CH2:29]4)[C:15]([N:17]4[CH2:22][C:21](=[O:23])[N:20]([CH3:40])[C@H:19]5[CH2:24][CH2:25][CH2:26][C@H:18]45)=[N:16][C:12]=3[CH:11]=[C:10]([C:35]#[N:36])[N:9]=2)[CH:5]=[N:6][CH:7]=1. The catalyst class is: 3. (5) Reactant: [F:1][C:2]1[CH:3]=[C:4]([OH:9])[CH:5]=[C:6]([F:8])[CH:7]=1.[C:10]([Si:14]([C:22]1[CH:27]=[CH:26][CH:25]=[CH:24][CH:23]=1)([C:16]1[CH:21]=[CH:20][CH:19]=[CH:18][CH:17]=1)Cl)([CH3:13])([CH3:12])[CH3:11].N1C=CN=C1. Product: [C:10]([Si:14]([O:9][C:4]1[CH:3]=[C:2]([F:1])[CH:7]=[C:6]([F:8])[CH:5]=1)([C:22]1[CH:27]=[CH:26][CH:25]=[CH:24][CH:23]=1)[C:16]1[CH:17]=[CH:18][CH:19]=[CH:20][CH:21]=1)([CH3:13])([CH3:11])[CH3:12]. The catalyst class is: 2. (6) Reactant: C([O:3][C:4]([C:6]1[CH:10]=[C:9]([C:11]2[CH:16]=[CH:15][C:14]([C:17]#[N:18])=[C:13]([F:19])[CH:12]=2)[O:8][N:7]=1)=[O:5])C.[OH-].[Na+]. Product: [C:17]([C:14]1[CH:15]=[CH:16][C:11]([C:9]2[O:8][N:7]=[C:6]([C:4]([OH:5])=[O:3])[CH:10]=2)=[CH:12][C:13]=1[F:19])#[N:18]. The catalyst class is: 7. (7) Reactant: [NH2:1][C@@H:2]1[C:11]2[C:6](=[CH:7][CH:8]=[CH:9][CH:10]=2)[C@H:5]([OH:12])[CH2:4][CH2:3]1.[H-].[Na+].[C:15]([O:19][C:20]([N:22]1[CH2:27][CH2:26][CH:25]([CH2:28][C:29]2[N:33]3[CH:34]=[C:35](F)[CH:36]=[CH:37][C:32]3=[N:31][N:30]=2)[CH2:24][CH2:23]1)=[O:21])([CH3:18])([CH3:17])[CH3:16]. Product: [C:15]([O:19][C:20]([N:22]1[CH2:23][CH2:24][CH:25]([CH2:28][C:29]2[N:33]3[CH:34]=[C:35]([O:12][C@H:5]4[C:6]5[C:11](=[CH:10][CH:9]=[CH:8][CH:7]=5)[C@@H:2]([NH2:1])[CH2:3][CH2:4]4)[CH:36]=[CH:37][C:32]3=[N:31][N:30]=2)[CH2:26][CH2:27]1)=[O:21])([CH3:18])([CH3:16])[CH3:17]. The catalyst class is: 3. (8) Reactant: [Br:1][C:2]1[CH:3]=[C:4]2[C:8](=[CH:9][CH:10]=1)[NH:7][CH2:6][CH2:5]2.Cl.Cl[CH2:13][CH2:14][N:15]1[CH2:19][CH2:18][CH2:17][CH2:16]1.[C:20]([O-])([O-:22])=[O:21].[K+].[K+]. Product: [Br:1][C:2]1[CH:3]=[C:4]2[C:8](=[CH:9][CH:10]=1)[N:7]([C:20]([O:22][CH2:13][CH2:14][N:15]1[CH2:19][CH2:18][CH2:17][CH2:16]1)=[O:21])[CH2:6][CH2:5]2. The catalyst class is: 18. (9) Reactant: Cl[C:2]1[CH:3]=[C:4]([C:9]2[C:18]([CH3:19])=[N:17][C:16]3[C:11](=[CH:12][CH:13]=[CH:14][CH:15]=3)[N:10]=2)[CH:5]=[C:6](Cl)[CH:7]=1.[CH3:20][CH:21]([CH3:26])[CH2:22]B(O)O.P([O-])([O-])([O-])=O.[K+].[K+].[K+].C1(P(C2CCCCC2)[C:42]2C=CC=[CH:44][C:43]=2[C:48]2C(OC)=CC=CC=2OC)CCCCC1. Product: [CH3:20][CH:21]([CH3:26])[CH2:22][C:2]1[CH:3]=[C:4]([C:9]2[C:18]([CH3:19])=[N:17][C:16]3[C:11](=[CH:12][CH:13]=[CH:14][CH:15]=3)[N:10]=2)[CH:5]=[C:6]([CH2:42][CH:43]([CH3:48])[CH3:44])[CH:7]=1. The catalyst class is: 11.